From a dataset of TCR-epitope binding with 47,182 pairs between 192 epitopes and 23,139 TCRs. Binary Classification. Given a T-cell receptor sequence (or CDR3 region) and an epitope sequence, predict whether binding occurs between them. The epitope is ILHCANFNV. The TCR CDR3 sequence is CASSPSGTEAFF. Result: 1 (the TCR binds to the epitope).